Dataset: NCI-60 drug combinations with 297,098 pairs across 59 cell lines. Task: Regression. Given two drug SMILES strings and cell line genomic features, predict the synergy score measuring deviation from expected non-interaction effect. (1) Cell line: NCI-H322M. Synergy scores: CSS=-7.78, Synergy_ZIP=3.34, Synergy_Bliss=-3.40, Synergy_Loewe=-9.43, Synergy_HSA=-10.7. Drug 2: C1CN(P(=O)(OC1)NCCCl)CCCl. Drug 1: C1CC(C1)(C(=O)O)C(=O)O.[NH2-].[NH2-].[Pt+2]. (2) Drug 1: C1CN1P(=S)(N2CC2)N3CC3. Drug 2: C1CN(CCN1C(=O)CCBr)C(=O)CCBr. Cell line: NCI/ADR-RES. Synergy scores: CSS=13.3, Synergy_ZIP=-4.10, Synergy_Bliss=3.40, Synergy_Loewe=1.14, Synergy_HSA=4.62. (3) Drug 1: CC1=C2C(C(=O)C3(C(CC4C(C3C(C(C2(C)C)(CC1OC(=O)C(C(C5=CC=CC=C5)NC(=O)C6=CC=CC=C6)O)O)OC(=O)C7=CC=CC=C7)(CO4)OC(=O)C)O)C)OC(=O)C. Drug 2: CCN(CC)CCNC(=O)C1=C(NC(=C1C)C=C2C3=C(C=CC(=C3)F)NC2=O)C. Cell line: HCT116. Synergy scores: CSS=77.0, Synergy_ZIP=7.57, Synergy_Bliss=6.13, Synergy_Loewe=0.772, Synergy_HSA=10.2. (4) Drug 1: CN1CCC(CC1)COC2=C(C=C3C(=C2)N=CN=C3NC4=C(C=C(C=C4)Br)F)OC. Drug 2: C1=NC2=C(N=C(N=C2N1C3C(C(C(O3)CO)O)O)F)N. Cell line: UACC62. Synergy scores: CSS=4.80, Synergy_ZIP=-3.28, Synergy_Bliss=-1.49, Synergy_Loewe=-1.06, Synergy_HSA=-1.15. (5) Drug 1: C1CCC(CC1)NC(=O)N(CCCl)N=O. Drug 2: N.N.Cl[Pt+2]Cl. Cell line: SN12C. Synergy scores: CSS=9.15, Synergy_ZIP=-3.31, Synergy_Bliss=-2.30, Synergy_Loewe=-2.40, Synergy_HSA=-2.86. (6) Drug 1: CCCCC(=O)OCC(=O)C1(CC(C2=C(C1)C(=C3C(=C2O)C(=O)C4=C(C3=O)C=CC=C4OC)O)OC5CC(C(C(O5)C)O)NC(=O)C(F)(F)F)O. Drug 2: C1CN(CCN1C(=O)CCBr)C(=O)CCBr. Cell line: CAKI-1. Synergy scores: CSS=50.9, Synergy_ZIP=2.91, Synergy_Bliss=4.07, Synergy_Loewe=9.12, Synergy_HSA=10.8.